The task is: Predict the reactants needed to synthesize the given product.. This data is from Full USPTO retrosynthesis dataset with 1.9M reactions from patents (1976-2016). (1) The reactants are: [Cl:1][S:2]([OH:5])(=O)=[O:3].[NH2:6][C:7]1[CH:12]=[CH:11][CH:10]=[CH:9][N:8]=1.S(Cl)(Cl)=O.C(=O)(O)[O-].[Na+]. Given the product [NH2:6][C:7]1[N:8]=[CH:9][C:10]([S:2]([Cl:1])(=[O:5])=[O:3])=[CH:11][CH:12]=1, predict the reactants needed to synthesize it. (2) Given the product [C:1]([O:4][C:5]([C:6]1[O:11][C:10]([C:12]2[S:13][C:14]([C:27]3[CH:32]=[CH:31][C:30]([S:33](=[O:34])(=[O:35])[NH:36][C:37]([CH3:40])([CH3:39])[CH3:38])=[C:29]([C:41]([F:44])([F:43])[F:42])[CH:28]=3)=[C:15]([CH2:17][CH:18]3[CH2:19][CH2:20][CH2:21][CH2:22][CH2:23]3)[N:16]=2)=[N:9][N:8]=1)([CH3:24])[CH3:25])(=[O:3])[CH3:2], predict the reactants needed to synthesize it. The reactants are: [C:1]([O:4][C:5]([CH3:25])([CH3:24])[C:6]([NH:8][NH:9][C:10]([C:12]1[S:13][CH:14]=[C:15]([CH2:17][CH:18]2[CH2:23][CH2:22][CH2:21][CH2:20][CH2:19]2)[N:16]=1)=[O:11])=O)(=[O:3])[CH3:2].Br[C:27]1[CH:32]=[CH:31][C:30]([S:33]([NH:36][C:37]([CH3:40])([CH3:39])[CH3:38])(=[O:35])=[O:34])=[C:29]([C:41]([F:44])([F:43])[F:42])[CH:28]=1.CC([O-])=O.[K+].C1C=CC(P(C2C=CC=CC=2)C2C=CC=CC=2)=CC=1. (3) Given the product [CH3:21][C:22]1[CH:10]=[C:9]([B:4]2[O:3][C:2]([CH3:20])([CH3:1])[C:6]([CH3:8])([CH3:7])[O:5]2)[CH2:19][CH2:24][C:23]=1[C:36]([O:38][CH2:39][CH3:40])=[O:37], predict the reactants needed to synthesize it. The reactants are: [CH3:1][C:2]1([CH3:20])[C:6]([CH3:8])([CH3:7])[O:5][B:4]([C:9]2[CH2:19]C3(CC(C(OC)=O)C3)[CH:10]=2)[O:3]1.[CH3:21][C:22]1[CH:23]([C:36]([O:38][CH2:39][CH3:40])=[O:37])[CH2:24]C=C(OS(C(F)(F)F)(=O)=O)C=1. (4) Given the product [Cl:1][C:2]1[CH:3]=[C:4]([C:12]2([C:32]([F:34])([F:33])[F:35])[O:16][N:15]=[C:14]([C:17]3[CH:27]=[CH:26][C:20]([C:21]([OH:23])=[O:22])=[C:19]([C:28]([F:30])([F:31])[F:29])[CH:18]=3)[CH2:13]2)[CH:5]=[C:6]([C:8]([F:11])([F:10])[F:9])[CH:7]=1, predict the reactants needed to synthesize it. The reactants are: [Cl:1][C:2]1[CH:3]=[C:4]([C:12]2([C:32]([F:35])([F:34])[F:33])[O:16][N:15]=[C:14]([C:17]3[CH:27]=[CH:26][C:20]([C:21]([O:23]CC)=[O:22])=[C:19]([C:28]([F:31])([F:30])[F:29])[CH:18]=3)[CH2:13]2)[CH:5]=[C:6]([C:8]([F:11])([F:10])[F:9])[CH:7]=1.[OH-].[Na+].Cl. (5) Given the product [C:29]([NH:1][C:2]1[N:6]([C:7]2[N:8]=[C:9]([N:19]3[CH2:20][CH2:21][O:22][CH2:23][CH2:24]3)[N:10]=[C:11]([N:13]3[CH2:14][CH2:15][O:16][CH2:17][CH2:18]3)[N:12]=2)[C:5]2[CH:25]=[CH:26][CH:27]=[CH:28][C:4]=2[N:3]=1)(=[O:31])[CH3:30], predict the reactants needed to synthesize it. The reactants are: [NH2:1][C:2]1[N:6]([C:7]2[N:12]=[C:11]([N:13]3[CH2:18][CH2:17][O:16][CH2:15][CH2:14]3)[N:10]=[C:9]([N:19]3[CH2:24][CH2:23][O:22][CH2:21][CH2:20]3)[N:8]=2)[C:5]2[CH:25]=[CH:26][CH:27]=[CH:28][C:4]=2[N:3]=1.[C:29](O)(=[O:31])[CH3:30].C1CCC(N=C=NC2CCCCC2)CC1.C(Cl)(Cl)Cl. (6) Given the product [Cl:27][C:12]1[N:11]([N:3]([CH2:1][CH3:2])[C:4](=[O:10])[O:5][C:6]([CH3:9])([CH3:7])[CH3:8])[CH:15]=[C:14]([C:16]2[CH:17]=[N:18][CH:19]=[CH:20][CH:21]=2)[N:13]=1, predict the reactants needed to synthesize it. The reactants are: [CH2:1]([N:3]([N:11]1[CH:15]=[C:14]([C:16]2[CH:17]=[N:18][CH:19]=[CH:20][CH:21]=2)[N:13]=[CH:12]1)[C:4](=[O:10])[O:5][C:6]([CH3:9])([CH3:8])[CH3:7])[CH3:2].[Li+].CCC[CH2-].[Cl:27]C(Cl)(Cl)C(Cl)(Cl)Cl. (7) Given the product [Cl:3][C:4]1[CH:9]=[CH:8][C:7]([C:10]2[N:11]=[C:12]3[CH:17]=[CH:16][C:15]([C:18]4[C:19]([F:26])=[C:20]([CH2:21][OH:22])[CH:23]=[CH:24][CH:25]=4)=[CH:14][N:13]3[CH:27]=2)=[CH:6][CH:5]=1, predict the reactants needed to synthesize it. The reactants are: [BH4-].[Na+].[Cl:3][C:4]1[CH:9]=[CH:8][C:7]([C:10]2[N:11]=[C:12]3[CH:17]=[CH:16][C:15]([C:18]4[C:19]([F:26])=[C:20]([CH:23]=[CH:24][CH:25]=4)[CH:21]=[O:22])=[CH:14][N:13]3[CH:27]=2)=[CH:6][CH:5]=1. (8) Given the product [Cl:1][C:2]1[CH:7]=[C:6]([C:8]([F:10])([F:11])[F:9])[CH:5]=[C:4]([Cl:12])[C:3]=1[NH:13][NH:14][CH:15]([CH2:18][C:19]#[N:20])[C:16]#[N:17], predict the reactants needed to synthesize it. The reactants are: [Cl:1][C:2]1[CH:7]=[C:6]([C:8]([F:11])([F:10])[F:9])[CH:5]=[C:4]([Cl:12])[C:3]=1[NH:13][N:14]=[C:15]([CH2:18][C:19]#[N:20])[C:16]#[N:17].[C-]#N.[Na+].O.C(=O)(O)[O-].[Na+].